Dataset: Catalyst prediction with 721,799 reactions and 888 catalyst types from USPTO. Task: Predict which catalyst facilitates the given reaction. (1) Reactant: [C:1]([O:9]CC)(=O)[CH2:2][C:3]([O:5][CH2:6][CH3:7])=[O:4].[H-].[Na+].[CH2:14]([N:21]1[C:26]2[S:27][CH:28]=[CH:29][C:25]=2[C:24](=O)[O:23]C1=O)[C:15]1[CH:20]=[CH:19][CH:18]=[CH:17][CH:16]=1. Product: [CH2:6]([O:5][C:3]([C:2]1[C:1](=[O:9])[N:21]([CH2:14][C:15]2[CH:20]=[CH:19][CH:18]=[CH:17][CH:16]=2)[C:26]2[S:27][CH:28]=[CH:29][C:25]=2[C:24]=1[OH:23])=[O:4])[CH3:7]. The catalyst class is: 3. (2) Reactant: [C:1]([C:5]1[O:9][N:8]=[C:7]([NH:10][C:11]([NH:13][C:14]2[CH:19]=[CH:18][CH:17]=[C:16]([OH:20])[CH:15]=2)=[O:12])[CH:6]=1)([CH3:4])([CH3:3])[CH3:2].Cl[C:22]1[C:31]2[C:26](=[CH:27][C:28]3[O:35][CH2:34][CH2:33][O:32][C:29]=3[CH:30]=2)[N:25]=[CH:24][N:23]=1.C([O-])([O-])=O.[Cs+].[Cs+]. Product: [C:1]([C:5]1[O:9][N:8]=[C:7]([NH:10][C:11]([NH:13][C:14]2[CH:19]=[CH:18][CH:17]=[C:16]([O:20][C:22]3[C:31]4[C:26](=[CH:27][C:28]5[O:35][CH2:34][CH2:33][O:32][C:29]=5[CH:30]=4)[N:25]=[CH:24][N:23]=3)[CH:15]=2)=[O:12])[CH:6]=1)([CH3:4])([CH3:2])[CH3:3]. The catalyst class is: 32. (3) Reactant: [Br:1][C:2]1[CH:7]=[CH:6][C:5]([C:8]([F:11])([F:10])[F:9])=[CH:4][C:3]=1[C:12]1[CH2:17][CH2:16][N:15]([C:18]([O:20][C:21]([CH3:24])([CH3:23])[CH3:22])=[O:19])[CH2:14][CH:13]=1.C(OC(OC(C)(C)C)=O)(OC(C)(C)C)=O.C(N(CC)CC)C. Product: [Br:1][C:2]1[CH:7]=[CH:6][C:5]([C:8]([F:11])([F:9])[F:10])=[CH:4][C:3]=1[CH:12]1[CH2:17][CH2:16][N:15]([C:18]([O:20][C:21]([CH3:24])([CH3:23])[CH3:22])=[O:19])[CH2:14][CH2:13]1. The catalyst class is: 603. (4) Reactant: [Cl:1][C:2]1[CH:3]=[C:4]2[C:8](=[CH:9][C:10]=1[Cl:11])[NH:7][C:6]([Si:12]([CH2:17][CH3:18])([CH2:15][CH3:16])[CH2:13][CH3:14])=[C:5]2[CH2:19][CH2:20]O.C1(P(C2C=CC=CC=2)C2C=CC=CC=2)C=CC=CC=1.[Br:41]C(Br)(Br)Br. Product: [Br:41][CH2:20][CH2:19][C:5]1[C:4]2[C:8](=[CH:9][C:10]([Cl:11])=[C:2]([Cl:1])[CH:3]=2)[NH:7][C:6]=1[Si:12]([CH2:17][CH3:18])([CH2:15][CH3:16])[CH2:13][CH3:14]. The catalyst class is: 1. (5) Reactant: [CH3:1][C:2]1[CH:7]=[C:6](C(C)=O)[CH:5]=[CH:4][C:3]=1[Cl:11].[S].N1[CH2:18][CH2:17][O:16]CC1.[OH-:19].[K+]. Product: [Cl:11][C:3]1[CH:4]=[CH:5][C:6]([CH2:18][C:17]([OH:16])=[O:19])=[CH:7][C:2]=1[CH3:1]. The catalyst class is: 280. (6) Reactant: ClC1C=C(C=CC=1)C(OO)=[O:6].C[Si](C)(C)[O:14][C:15]1[CH:16]=[C:17]([N:28]2[CH2:33][CH2:32][O:31][CH2:30][CH2:29]2)[CH:18]=[CH:19][C:20]=1[C:21]([O:23][Si](C)(C)C)=[CH2:22]. Product: [OH:6][CH2:23][C:21]([C:20]1[CH:19]=[CH:18][C:17]([N:28]2[CH2:33][CH2:32][O:31][CH2:30][CH2:29]2)=[CH:16][C:15]=1[OH:14])=[O:22]. The catalyst class is: 5. (7) Reactant: C1(C(C2C=CC=CC=2)C(O[CH2:11][Cl:12])=O)C=CC=CC=1.[CH:19]1[C:28]2[C:23](=[CH:24][CH:25]=[CH:26][CH:27]=2)[CH:22]=[CH:21][C:20]=1[C:29]([OH:31])=[O:30].C(Cl)(=O)C(Cl)=O.C1C2C(=CC=CC=2)C=CC=1C(Cl)=O.C=O. Product: [CH:19]1[C:28]2[C:23](=[CH:24][CH:25]=[CH:26][CH:27]=2)[CH:22]=[CH:21][C:20]=1[C:29]([O:31][CH2:11][Cl:12])=[O:30]. The catalyst class is: 530.